Dataset: Forward reaction prediction with 1.9M reactions from USPTO patents (1976-2016). Task: Predict the product of the given reaction. (1) The product is: [C:1]1([C:7]2[CH:8]=[C:9]3[C:14](=[N:15][C:16]=2[C:17]([F:18])([F:19])[F:20])[N:13]([CH3:21])[C:12](=[O:22])[C:11]([C:23]([NH:25][CH2:26][C:27]([OH:29])=[O:28])=[O:24])=[C:10]3[OH:34])[CH2:6][CH2:5][CH2:4][CH2:3][CH:2]=1. Given the reactants [C:1]1([C:7]2[CH:8]=[C:9]3[C:14](=[N:15][C:16]=2[C:17]([F:20])([F:19])[F:18])[N:13]([CH3:21])[C:12](=[O:22])[C:11]([C:23]([NH:25][CH2:26][C:27]([O:29]C(C)(C)C)=[O:28])=[O:24])=[C:10]3[OH:34])[CH2:6][CH2:5][CH2:4][CH2:3][CH:2]=1.C(O)(C(F)(F)F)=O, predict the reaction product. (2) The product is: [F:1][C:2]1[CH:7]=[CH:6][CH:5]=[C:4]([F:8])[C:3]=1[CH:9]1[CH2:12][CH2:11][CH:10]1[NH2:13]. Given the reactants [F:1][C:2]1[CH:7]=[CH:6][CH:5]=[C:4]([F:8])[C:3]=1[CH:9]1[CH2:12][CH2:11][C:10]1=[N:13]O.[H][H], predict the reaction product. (3) The product is: [CH3:14][C@H:12]1[CH2:13][NH:8][CH2:9][C@H:10]2[NH:17][C:16](=[O:18])[O:15][C@H:11]12. Given the reactants COC1C=CC(C[N:8]2[CH2:13][C@H:12]([CH3:14])[C@H:11]3[O:15][C:16](=[O:18])[NH:17][C@@H:10]3[CH2:9]2)=CC=1, predict the reaction product. (4) The product is: [Na+:36].[CH2:1]([N:3]([CH:29]1[CH2:30][CH2:31][O:32][CH2:33][CH2:34]1)[C:4]1[C:5]([CH3:28])=[C:6]([CH:11]=[C:12]([C:14]2[CH:15]=[N:16][C:17]([CH2:20][N:21]3[CH2:26][CH2:25][CH:24]([OH:27])[CH2:23][CH2:22]3)=[CH:18][CH:19]=2)[CH:13]=1)[C:7]([O-:9])=[O:8])[CH3:2]. Given the reactants [CH2:1]([N:3]([CH:29]1[CH2:34][CH2:33][O:32][CH2:31][CH2:30]1)[C:4]1[C:5]([CH3:28])=[C:6]([CH:11]=[C:12]([C:14]2[CH:15]=[N:16][C:17]([CH2:20][N:21]3[CH2:26][CH2:25][CH:24]([OH:27])[CH2:23][CH2:22]3)=[CH:18][CH:19]=2)[CH:13]=1)[C:7]([O:9]C)=[O:8])[CH3:2].[OH-].[Na+:36], predict the reaction product. (5) Given the reactants CN1CC[O:5][CH2:4]C1.[NH2:8][C:9]1[C:10]2[C:17]([C:18]3[CH:23]=[CH:22][C:21]([O:24][C:25]4[CH:30]=[CH:29][CH:28]=[CH:27][CH:26]=4)=[CH:20][CH:19]=3)=[CH:16][N:15]([CH:31]3[CH2:35][CH2:34][CH:33]([OH:36])[CH2:32]3)[C:11]=2[N:12]=[CH:13][N:14]=1.[O:37]1[CH2:42][CH2:41][N:40]([CH2:43][CH2:44][NH2:45])[CH2:39][CH2:38]1, predict the reaction product. The product is: [O:37]1[CH2:42][CH2:41][N:40]([CH2:43][CH2:44][NH:45][C:4](=[O:5])[O:36][CH:33]2[CH2:34][CH2:35][CH:31]([N:15]3[C:11]4[N:12]=[CH:13][N:14]=[C:9]([NH2:8])[C:10]=4[C:17]([C:18]4[CH:19]=[CH:20][C:21]([O:24][C:25]5[CH:30]=[CH:29][CH:28]=[CH:27][CH:26]=5)=[CH:22][CH:23]=4)=[CH:16]3)[CH2:32]2)[CH2:39][CH2:38]1.